From a dataset of Retrosynthesis with 50K atom-mapped reactions and 10 reaction types from USPTO. Predict the reactants needed to synthesize the given product. (1) The reactants are: O=C(CCl)N1CCCc2ccccc21.O=[N+]([O-])c1ccc2nc(S)sc2c1. Given the product O=C(CSc1nc2ccc([N+](=O)[O-])cc2s1)N1CCCc2ccccc21, predict the reactants needed to synthesize it. (2) Given the product CC(C)COC(=O)N1CCN(c2ccnc(Cl)c2)CC1, predict the reactants needed to synthesize it. The reactants are: CC(C)COC(=O)N1CCNCC1.Clc1cc(Br)ccn1. (3) Given the product O=C(Nc1ncnc2c1ncn2[C@@H]1O[C@H](CO)[C@H]1CO)c1ccccc1, predict the reactants needed to synthesize it. The reactants are: Nc1ncnc2c1ncn2[C@@H]1O[C@H](CO)[C@H]1CO.O=C(Cl)c1ccccc1. (4) Given the product CC(C)n1nc(-c2cc(C#N)c(N)nc2-c2ccccc2)ccc1=O, predict the reactants needed to synthesize it. The reactants are: CC(C)n1nc(-c2cc(C#N)c(Cl)nc2-c2ccccc2)ccc1=O.N. (5) Given the product CNCc1ccc2c(n1)NC(=O)CS2, predict the reactants needed to synthesize it. The reactants are: CN.O=Cc1ccc2c(n1)NC(=O)CS2.